The task is: Regression. Given two drug SMILES strings and cell line genomic features, predict the synergy score measuring deviation from expected non-interaction effect.. This data is from Merck oncology drug combination screen with 23,052 pairs across 39 cell lines. Drug 1: CN(C)C(=N)N=C(N)N. Drug 2: O=C(O)C1(Cc2cccc(Nc3nccs3)n2)CCC(Oc2cccc(Cl)c2F)CC1. Cell line: NCIH2122. Synergy scores: synergy=3.08.